Dataset: Forward reaction prediction with 1.9M reactions from USPTO patents (1976-2016). Task: Predict the product of the given reaction. (1) The product is: [CH3:16][O:15][C:13](/[C:7](=[C:6](\[C:17]([O:19][CH3:20])=[O:18])/[CH2:5][CH2:4][CH2:3][CH2:2][S:21]([C:24]1[CH:30]=[CH:29][C:27]([CH3:28])=[CH:26][CH:25]=1)(=[O:23])=[O:22])/[CH2:8][C:9]([O:11][CH3:12])=[O:10])=[O:14]. Given the reactants O[CH2:2][CH2:3][CH2:4][CH2:5]/[C:6](/[C:17]([O:19][CH3:20])=[O:18])=[C:7](/[C:13]([O:15][CH3:16])=[O:14])\[CH2:8][C:9]([O:11][CH3:12])=[O:10].[S:21](Cl)([C:24]1[CH:30]=[CH:29][C:27]([CH3:28])=[CH:26][CH:25]=1)(=[O:23])=[O:22].O, predict the reaction product. (2) Given the reactants [CH:1]1([N:4]([C@H:12]2[CH2:16][CH2:15][N:14]([CH2:17][CH2:18][O:19][CH3:20])[CH2:13]2)[C:5]2[CH:10]=[CH:9][C:8]([NH2:11])=[CH:7][CH:6]=2)[CH2:3][CH2:2]1.COCCN1CC[C@H](N(C)C2C=CC(N[C:38]3[N:39]=[C:40]([O:47][C:48]4[CH:53]=[CH:52][CH:51]=[C:50]([N+:54]([O-])=O)[CH:49]=4)[C:41]4C=CN[C:42]=4[N:43]=3)=CC=2)C1.[C:58]([O-:61])([O-])=O.[K+].[K+].[CH:64]1(P(C2CCCCC2)C2C=CC=CC=2C2C(C(C)C)=CC(C(C)C)=CC=2C(C)C)[CH2:69]CCC[CH2:65]1.C[OH:99], predict the reaction product. The product is: [CH:1]1([N:4]([C@H:12]2[CH2:16][CH2:15][N:14]([CH2:17][CH2:18][O:19][CH3:20])[CH2:13]2)[C:5]2[CH:6]=[CH:7][C:8]([NH:11][C:38]3[N:39]=[C:40]([O:47][C:48]4[CH:49]=[C:50]([NH:54][C:65](=[O:99])[CH:64]=[CH2:69])[CH:51]=[CH:52][CH:53]=4)[C:41]([O:61][CH3:58])=[CH:42][N:43]=3)=[CH:9][CH:10]=2)[CH2:3][CH2:2]1. (3) Given the reactants [CH2:1]([N:8]1[C:12]([C:13]2[CH:14]=[CH:15][C:16]3[O:21][CH2:20][CH2:19][CH2:18][C:17]=3[CH:22]=2)=[C:11]([CH:23]([OH:29])[C:24]([O:26][CH2:27][CH3:28])=[O:25])[C:10]([C:30]([F:33])([F:32])[F:31])=[N:9]1)[C:2]1[CH:7]=[CH:6][CH:5]=[CH:4][CH:3]=1.Cl(O)(=O)(=O)=O, predict the reaction product. The product is: [CH2:1]([N:8]1[C:12]([C:13]2[CH:14]=[CH:15][C:16]3[O:21][CH2:20][CH2:19][CH2:18][C:17]=3[CH:22]=2)=[C:11]([CH:23]([O:29][C:2]([CH3:7])([CH3:3])[CH3:1])[C:24]([O:26][CH2:27][CH3:28])=[O:25])[C:10]([C:30]([F:32])([F:31])[F:33])=[N:9]1)[C:2]1[CH:3]=[CH:4][CH:5]=[CH:6][CH:7]=1. (4) Given the reactants [CH2:1]([C:3]1[S:4][CH:5]=[C:6]([C:8]([N:10]2[CH2:15][C:14]3([CH2:20][CH2:19][N:18](C(OC(C)(C)C)=O)[CH2:17][CH2:16]3)[O:13][CH2:12][CH2:11]2)=[O:9])[N:7]=1)[CH3:2].Cl.CC(OC)(C)C, predict the reaction product. The product is: [CH2:1]([C:3]1[S:4][CH:5]=[C:6]([C:8]([N:10]2[CH2:15][C:14]3([CH2:20][CH2:19][NH:18][CH2:17][CH2:16]3)[O:13][CH2:12][CH2:11]2)=[O:9])[N:7]=1)[CH3:2].